Dataset: Reaction yield outcomes from USPTO patents with 853,638 reactions. Task: Predict the reaction yield, written as a fraction of the theoretical maximum amount of product (1.0 means a 100% yield; for example, 0.34 means a 34% yield). (1) The reactants are Br[CH2:2][CH2:3][C:4]1[C:5](=[O:16])[O:6][C:7]2[C:12]([C:13]=1[CH3:14])=[CH:11][C:10]([OH:15])=[CH:9][CH:8]=2.[NH:17]1[CH2:21][CH2:20][CH2:19][CH2:18]1. The catalyst is CN(C=O)C.O. The product is [OH:15][C:10]1[CH:11]=[C:12]2[C:7](=[CH:8][CH:9]=1)[O:6][C:5](=[O:16])[C:4]([CH2:3][CH2:2][N:17]1[CH2:21][CH2:20][CH2:19][CH2:18]1)=[C:13]2[CH3:14]. The yield is 0.250. (2) The reactants are Cl[C:2]1[CH:7]=[C:6]([C:8]2[CH:13]=[CH:12][C:11]([Cl:14])=[CH:10][CH:9]=2)[N:5]=[C:4]2[CH2:15][CH2:16][CH2:17][C:3]=12.[CH2:18]([O:20][C:21](=[O:30])[CH2:22][C:23]1[CH:28]=[CH:27][C:26]([NH2:29])=[CH:25][CH:24]=1)[CH3:19]. No catalyst specified. The product is [Cl:14][C:11]1[CH:12]=[CH:13][C:8]([C:6]2[N:5]=[C:4]3[CH2:15][CH2:16][CH2:17][C:3]3=[C:2]([NH:29][C:26]3[CH:25]=[CH:24][C:23]([CH2:22][C:21]([O:20][CH2:18][CH3:19])=[O:30])=[CH:28][CH:27]=3)[CH:7]=2)=[CH:9][CH:10]=1. The yield is 0.380. (3) The reactants are [CH2:1]([O:3][C:4]([C:6]1[CH:7]=[C:8]2[C:16](=[CH:17][CH:18]=1)[NH:15][C:14]1C(=O)[NH:12][CH2:11][CH2:10][C:9]2=1)=[O:5])C.[OH-].[Li+].Cl. The catalyst is O.CO. The product is [CH3:1][O:3][C:4]([C:6]1[CH:7]=[C:8]2[C:16](=[CH:17][CH:18]=1)[NH:15][CH:14]=[C:9]2[CH2:10][C:11]#[N:12])=[O:5]. The yield is 0.910. (4) The reactants are [Cl:1][C:2]1[CH:10]=[CH:9][C:8]([N:11]2[CH:15]=[CH:14][CH:13]=[CH:12]2)=[CH:7][C:3]=1[C:4]([NH2:6])=[O:5].FC1C=CC([O:23][C:24](=O)[NH:25][C:26]2[S:27][C:28]3[CH:34]=[C:33]([S:35]([CH3:38])(=[O:37])=[O:36])[CH:32]=[CH:31][C:29]=3[N:30]=2)=CC=1. No catalyst specified. The product is [Cl:1][C:2]1[CH:10]=[CH:9][C:8]([N:11]2[CH:15]=[CH:14][CH:13]=[CH:12]2)=[CH:7][C:3]=1[C:4]([NH:6][C:24](=[O:23])[NH:25][C:26]1[S:27][C:28]2[CH:34]=[C:33]([S:35]([CH3:38])(=[O:37])=[O:36])[CH:32]=[CH:31][C:29]=2[N:30]=1)=[O:5]. The yield is 0.0700.